From a dataset of Full USPTO retrosynthesis dataset with 1.9M reactions from patents (1976-2016). Predict the reactants needed to synthesize the given product. (1) The reactants are: [CH3:1][O:2][C:3]1[CH:4]=[C:5]2[O:9][C:8]([C:10]3[N:11]=[C:12]4[N:16]([CH:17]=3)[N:15]=[C:14]([O:18][CH3:19])[S:13]4)=[CH:7][C:6]2=[C:20]([OH:22])[CH:21]=1.[O:23]1[CH2:28][CH2:27][CH2:26][CH2:25][CH:24]1[O:29][CH:30]([C:32]1[CH:33]=[CH:34][C:35]([C:38]2[CH:39]=[C:40]([CH2:44]O)[CH:41]=[CH:42][CH:43]=2)=[N:36][CH:37]=1)[CH3:31].C(P(CCCC)CCCC)CCC.N(C(N1CCCCC1)=O)=NC(N1CCCCC1)=O. Given the product [CH3:19][O:18][C:14]1[S:13][C:12]2=[N:11][C:10]([C:8]3[O:9][C:5]4[CH:4]=[C:3]([O:2][CH3:1])[CH:21]=[C:20]([O:22][CH2:44][C:40]5[CH:41]=[CH:42][CH:43]=[C:38]([C:35]6[CH:34]=[CH:33][C:32]([CH:30]([O:29][CH:24]7[CH2:25][CH2:26][CH2:27][CH2:28][O:23]7)[CH3:31])=[CH:37][N:36]=6)[CH:39]=5)[C:6]=4[CH:7]=3)=[CH:17][N:16]2[N:15]=1, predict the reactants needed to synthesize it. (2) Given the product [C@@H:22]1([N:20]2[C:21]3[C:9]4[NH:8][C:6]5[CH:7]=[C:2]([F:1])[CH:3]=[CH:4][C:5]=5[C:10]=4[C:11]4[C:36](=[O:37])[NH:35][C:34](=[O:38])[C:12]=4[C:13]=3[C:14]3[C:19]2=[CH:18][C:17]([F:33])=[CH:16][CH:15]=3)[O:30][C@@H:29]2[CH2:31][O:32][C@@H:25]([C@@H:27]2[OH:28])[C@H:23]1[OH:24], predict the reactants needed to synthesize it. The reactants are: [F:1][C:2]1[CH:3]=[CH:4][C:5]2[C:10]3[C:11]4[C:36](=[O:37])[NH:35][C:34](=[O:38])[C:12]=4[C:13]4[C:14]5[C:19]([N:20]([C@@H:22]6[O:30][C@H:29]([CH2:31][OH:32])[C@@H:27]([OH:28])[C@H:25](O)[C@H:23]6[OH:24])[C:21]=4[C:9]=3[NH:8][C:6]=2[CH:7]=1)=[CH:18][C:17]([F:33])=[CH:16][CH:15]=5.CS(Cl)(=O)=O.